Dataset: Reaction yield outcomes from USPTO patents with 853,638 reactions. Task: Predict the reaction yield, written as a fraction of the theoretical maximum amount of product (1.0 means a 100% yield; for example, 0.34 means a 34% yield). The reactants are [N+:1]([C:4]1[C:12]([NH:13]C(=O)C)=[CH:11][CH:10]=[C:9]2[C:5]=1[CH:6]=[N:7][NH:8]2)([O-:3])=[O:2]. The catalyst is OS(O)(=O)=O. The product is [N+:1]([C:4]1[C:12]([NH2:13])=[CH:11][CH:10]=[C:9]2[C:5]=1[CH:6]=[N:7][NH:8]2)([O-:3])=[O:2]. The yield is 0.736.